This data is from Forward reaction prediction with 1.9M reactions from USPTO patents (1976-2016). The task is: Predict the product of the given reaction. (1) Given the reactants [ClH:1].[N:2]12[CH2:9][CH2:8][CH:5]([CH2:6][CH2:7]1)[C@@H:4]([NH:10][C:11]([C:13]1[S:14][C:15]3[CH:22]=[CH:21][CH:20]=[CH:19][C:16]=3[C:17]=1Br)=[O:12])[CH2:3]2.C(=[NH:36])(C1C=CC=CC=1)C1C=CC=CC=1.C1C=CC(P(C2C(C3C(P(C4C=CC=CC=4)C4C=CC=CC=4)=CC=C4C=3C=CC=C4)=C3C(C=CC=C3)=CC=2)C2C=CC=CC=2)=CC=1.CC(C)([O-])C.[Na+], predict the reaction product. The product is: [ClH:1].[ClH:1].[N:2]12[CH2:9][CH2:8][CH:5]([CH2:6][CH2:7]1)[C@@H:4]([NH:10][C:11]([C:13]1[S:14][C:15]3[C:22]([NH2:36])=[CH:21][CH:20]=[CH:19][C:16]=3[CH:17]=1)=[O:12])[CH2:3]2. (2) Given the reactants [C:1]([C:5]1[CH:6]=[C:7]2[C:12](=[C:13]([F:15])[CH:14]=1)[C:11](=[O:16])[N:10]([C:17]1[CH:22]=[CH:21][CH:20]=[C:19](B3OC(C)(C)C(C)(C)O3)[C:18]=1[CH3:32])[N:9]=[CH:8]2)([CH3:4])([CH3:3])[CH3:2].Cl[C:34]1[CH:35]=[C:36]([NH:42][C:43]2[CH:48]=[CH:47][C:46]([C:49]([N:51]3[CH2:56][CH2:55][O:54][CH2:53][CH2:52]3)=[O:50])=[CH:45][N:44]=2)[C:37](=[O:41])[N:38]([CH3:40])[N:39]=1.C([O-])([O-])=O.[Cs+].[Cs+], predict the reaction product. The product is: [C:1]([C:5]1[CH:6]=[C:7]2[C:12](=[C:13]([F:15])[CH:14]=1)[C:11](=[O:16])[N:10]([C:17]1[CH:22]=[CH:21][CH:20]=[C:19]([C:34]3[CH:35]=[C:36]([NH:42][C:43]4[CH:48]=[CH:47][C:46]([C:49]([N:51]5[CH2:52][CH2:53][O:54][CH2:55][CH2:56]5)=[O:50])=[CH:45][N:44]=4)[C:37](=[O:41])[N:38]([CH3:40])[N:39]=3)[C:18]=1[CH3:32])[N:9]=[CH:8]2)([CH3:4])([CH3:3])[CH3:2]. (3) Given the reactants [Br:1][C:2]1[CH:9]=[CH:8][C:5]([C:6]#[N:7])=[CH:4][C:3]=1[CH3:10].[H-].[Al+3].[Li+].[H-].[H-].[H-], predict the reaction product. The product is: [Br:1][C:2]1[CH:9]=[CH:8][C:5]([CH2:6][NH2:7])=[CH:4][C:3]=1[CH3:10]. (4) The product is: [F:18][C:2]([F:1])([S:14]([O-:17])(=[O:16])=[O:15])[C:3]([F:13])([F:12])[CH2:4][CH2:5][O:6][C:7](=[O:11])[C:8]([CH3:10])=[CH2:9].[C:21]1([C:27]2[C:35]3[C:34]4[CH:36]=[CH:37][CH:38]=[CH:39][C:33]=4[SH+:32][C:31]=3[CH:30]=[CH:29][CH:28]=2)[CH:22]=[CH:23][CH:24]=[CH:25][CH:26]=1. Given the reactants [F:1][C:2]([F:18])([S:14]([O-:17])(=[O:16])=[O:15])[C:3]([F:13])([F:12])[CH2:4][CH2:5][O:6][C:7](=[O:11])[C:8]([CH3:10])=[CH2:9].[K+].[Br-].[C:21]1([C:27]2[C:35]3[C:34]4[CH:36]=[CH:37][CH:38]=[CH:39][C:33]=4[SH+:32][C:31]=3[CH:30]=[CH:29][CH:28]=2)[CH:26]=[CH:25][CH:24]=[CH:23][CH:22]=1, predict the reaction product.